This data is from Reaction yield outcomes from USPTO patents with 853,638 reactions. The task is: Predict the reaction yield, written as a fraction of the theoretical maximum amount of product (1.0 means a 100% yield; for example, 0.34 means a 34% yield). (1) The reactants are [C:1](=[O:4])([O-])[O-:2].[K+].[K+].O.[NH2:8]N.C(O[C:13](=O)[N:14]([CH2:28][C@H:29](O)CN1C(=O)C2=CC=CC=C2C1=O)[C:15]1[CH:20]=[CH:19][C:18]([N:21]2[CH2:26][CH2:25][O:24][CH2:23][CH2:22]2)=[C:17]([F:27])[CH:16]=1)C. The catalyst is CO. The product is [F:27][C:17]1[CH:16]=[C:15]([N:14]([C@H:28]2[O:2][C:1](=[O:4])[NH:8][CH2:29]2)[CH3:13])[CH:20]=[CH:19][C:18]=1[N:21]1[CH2:22][CH2:23][O:24][CH2:25][CH2:26]1. The yield is 0.991. (2) The reactants are [Cl:1][C:2]1[C:7]([Cl:8])=[CH:6][CH:5]=[CH:4][C:3]=1[CH2:9][N:10]1[CH:14]=[C:13]([C:15]2[CH:20]=[C:19]([C:21]3[N:22]=[N:23][N:24]([CH2:27][C:28]4[CH:33]=[CH:32][C:31]([O:34][CH3:35])=[CH:30][CH:29]=4)[C:25]=3I)[CH:18]=[CH:17][N:16]=2)[N:12]=[CH:11]1.[F-:36].[K+].O. The catalyst is C(#N)C.O. The product is [Cl:1][C:2]1[C:7]([Cl:8])=[CH:6][CH:5]=[CH:4][C:3]=1[CH2:9][N:10]1[CH:14]=[C:13]([C:15]2[CH:20]=[C:19]([C:21]3[N:22]=[N:23][N:24]([CH2:27][C:28]4[CH:33]=[CH:32][C:31]([O:34][CH3:35])=[CH:30][CH:29]=4)[C:25]=3[F:36])[CH:18]=[CH:17][N:16]=2)[N:12]=[CH:11]1. The yield is 0.800.